Dataset: NCI-60 drug combinations with 297,098 pairs across 59 cell lines. Task: Regression. Given two drug SMILES strings and cell line genomic features, predict the synergy score measuring deviation from expected non-interaction effect. (1) Drug 1: CC1C(C(CC(O1)OC2CC(CC3=C2C(=C4C(=C3O)C(=O)C5=C(C4=O)C(=CC=C5)OC)O)(C(=O)C)O)N)O.Cl. Drug 2: C1=CC(=CC=C1CC(C(=O)O)N)N(CCCl)CCCl.Cl. Cell line: HCT-15. Synergy scores: CSS=40.2, Synergy_ZIP=-1.88, Synergy_Bliss=8.00, Synergy_Loewe=-2.30, Synergy_HSA=5.83. (2) Drug 1: C1CC(CNC1)C2=CC=C(C=C2)N3C=C4C=CC=C(C4=N3)C(=O)N. Drug 2: CN1C=C(C=N1)C2=C3N=C(C(=C(N3N=C2)N)Br)C4CCCNC4. Cell line: NCI-H460. Synergy scores: CSS=18.2, Synergy_ZIP=4.03, Synergy_Bliss=7.44, Synergy_Loewe=6.96, Synergy_HSA=11.0. (3) Drug 1: C1=CC(=CC=C1CCCC(=O)O)N(CCCl)CCCl. Drug 2: CC1=C(C(=CC=C1)Cl)NC(=O)C2=CN=C(S2)NC3=CC(=NC(=N3)C)N4CCN(CC4)CCO. Cell line: OVCAR3. Synergy scores: CSS=27.1, Synergy_ZIP=-5.80, Synergy_Bliss=0.310, Synergy_Loewe=-4.69, Synergy_HSA=2.51. (4) Drug 1: C1=NC2=C(N=C(N=C2N1C3C(C(C(O3)CO)O)F)Cl)N. Drug 2: C1C(C(OC1N2C=NC(=NC2=O)N)CO)O. Cell line: BT-549. Synergy scores: CSS=31.7, Synergy_ZIP=1.55, Synergy_Bliss=2.96, Synergy_Loewe=5.77, Synergy_HSA=6.33. (5) Drug 1: CN1C2=C(C=C(C=C2)N(CCCl)CCCl)N=C1CCCC(=O)O.Cl. Drug 2: C1C(C(OC1N2C=NC(=NC2=O)N)CO)O. Cell line: SK-OV-3. Synergy scores: CSS=-3.82, Synergy_ZIP=1.28, Synergy_Bliss=-1.32, Synergy_Loewe=-4.61, Synergy_HSA=-4.92. (6) Drug 1: CC(C)(C#N)C1=CC(=CC(=C1)CN2C=NC=N2)C(C)(C)C#N. Synergy scores: CSS=10.5, Synergy_ZIP=-3.02, Synergy_Bliss=1.86, Synergy_Loewe=3.03, Synergy_HSA=3.49. Drug 2: C(CCl)NC(=O)N(CCCl)N=O. Cell line: PC-3. (7) Drug 1: CCCCC(=O)OCC(=O)C1(CC(C2=C(C1)C(=C3C(=C2O)C(=O)C4=C(C3=O)C=CC=C4OC)O)OC5CC(C(C(O5)C)O)NC(=O)C(F)(F)F)O. Drug 2: C1=NC2=C(N1)C(=S)N=CN2. Cell line: 786-0. Synergy scores: CSS=72.6, Synergy_ZIP=-1.87, Synergy_Bliss=-2.61, Synergy_Loewe=-2.19, Synergy_HSA=-1.11.